From a dataset of Retrosynthesis with 50K atom-mapped reactions and 10 reaction types from USPTO. Predict the reactants needed to synthesize the given product. (1) Given the product CC(C)c1noc(N2CCC(n3ccc4cc(Br)c(F)cc43)CC2)n1, predict the reactants needed to synthesize it. The reactants are: CC(C)c1noc(N2CCC(OS(C)(=O)=O)CC2)n1.Fc1cc2[nH]ccc2cc1Br. (2) Given the product CC(=O)N[C@](C)(CCc1ccc(CCCCCc2ccccc2)o1)COC(C)=O, predict the reactants needed to synthesize it. The reactants are: CC(=O)N[C@](C)(CCc1ccc(C#CCCCc2ccccc2)o1)COC(C)=O.